Dataset: Drug-target binding data from BindingDB using IC50 measurements. Task: Regression. Given a target protein amino acid sequence and a drug SMILES string, predict the binding affinity score between them. We predict pIC50 (pIC50 = -log10(IC50 in M); higher means more potent). Dataset: bindingdb_ic50. (1) The small molecule is COc1cc(-c2n[nH]c3ccc(/C=C(\C#N)C(N)=O)cc23)cc(OC)c1OC. The target protein sequence is MPSRAEDYEVLYTIGTGSYGRCQKIRRKSDGKILVWKELDYGSMTEAEKQMLVSEVNLLRELKHPNIVRYYDRIIDRTNTTLYIVMEYCEGGDLASVITKGTKERQYLDEEFVLRVMTQLTLALKECHRRSDGGHTVLHRDLKPANVFLDGKQNVKLGDFGLARILNHDTSFAKAFVGTPYYMSPEQMNRMSYNEKSDIWSLGCLLYELCALMPPFTAFSQKELAGKIREGKFRRIPYRYSDELNEIITRMLNLKDYHRPSVEEILENPLIADLVADEQRRNLERRGRQLGEPEKSQDSSPVLSELKLKEIQLQERERALKAREERLEQKEQELCVRERLAEDKLARAENLLKNYSLLKERKFLSLASNPELLNLPSSVIKKKVHFSGESKENIMRSENSESQLTSKSKCKDLKKRLHAAQLRAQALSDIEKNYQLKSRQILGMR. The pIC50 is 6.7. (2) The drug is COc1cc(OC)c2nc(C)c3c(C)nc(-c4cnccc4C)n3c2c1. The target protein (P11541) has sequence MGEVTAEEVEKFLDSNVSFAKQYYNLRYRAKVISDLLGPREAAVDFSNYHALNSVEESEIIFDLLRDFQDNLQAEKCVFNVMKKLCFLLQADRMSLFMYRARNGIAELATRLFNVHKDAVLEECLVAPDSEIVFPLDMGVVGHVALSKKIVNVPNTEEDEHFCDFVDTLTEYQTKNILASPIMNGKDVVAIIMVVNKVDGPHFTENDEEILLKYLNFANLIMKVFHLSYLHNCETRRGQILLWSGSKVFEELTDIERQFHKALYTVRAFLNCDRYSVGLLDMTKQKEFFDVWPVLMGEAPPYAGPRTPDGREINFYKVIDYILHGKEDIKVIPNPPPDHWALVSGLPTYVAQNGLICNIMNAPSEDFFAFQKEPLDESGWMIKNVLSMPIVNKKEEIVGVATFYNRKDGKPFDEMDETLMESLTQFLGWSVLNPDTYELMNKLENRKDIFQDMVKYHVKCDNEEIQTILKTREVYGKEPWECEEEELAEILQGELPDADK.... The pIC50 is 5.5. (3) The drug is O=C(O)CCNc1cc(N2CCc3ccccc3CC2)nc(-c2ccccn2)n1. The target protein sequence is MAGVGPGGYAAEFVPPPECPVFEPSWEEFTDPLSFIGRIRPLAEKTGICKIRPPKDWQPPFACEVKSFRFTPRVQRLNELEAMTRVRLDFLDQLAKFWELQGSTLKIPVVERKILDLYALSKIVASKGGFEMVTKEKKWSKVGSRLGYLPGKGTGSLLKSHYERILYPYELFQSGVSLMGVQMPNLDLKEKVEPEVLSTDTQTSPEPGTRMNILPKRTRRVKTQSESGDVSRNTELKKLQIFGAGPKVVGLAMGTKDKEDEVTRRRKVTNRSDAFNMQMRQRKGTLSVNFVDLYVCMFCGRGNNEDKLLLCDGCDDSYHTFCLIPPLPDVPKGDWRCPKCVAEECSKPREAFGFEQAVREYTLQSFGEMADNFKSDYFNMPVHMVPTELVEKEFWRLVSSIEEDVIVEYGADISSKDFGSGFPVKDGRRKILPEEEEYALSGWNLNNMPVLEQSVLAHINVDISGMKVPWLYVGMCFSSFCWHIEDHWSYSINYLHWGEP.... The pIC50 is 5.4. (4) The small molecule is Cn1cc(NC(=O)N2CCC[C@H]2C(=O)NC(c2ccccc2)c2ccccc2)c2ccccc21. The target protein sequence is ARGSHPWQVALLSGNQLHCGGVLVNERWVLTAAHCKMNEYTVHLGSDTLGDRRAQRIKASKSFRHPGYSTQTHVNDLMLVKLNSQARLSSMVKKVRLPSRCEPPGTTCTVSGWGTTTSPDVTFPSDLMCVDVKLISPQDCTKVRKDLLENSMLCAGIPDSKKNACNGDSGGPLVCRGTLQGLVSWGTFPCGQPNDPGVYTQVCKFTKWINDTMKKHR. The pIC50 is 4.0. (5) The drug is CCNc1nc(C)c(-c2ccnc(Nc3cccc(CN)c3)n2)s1. The target protein (P24385) has sequence MEHQLLCCEVETIRRAYPDANLLNDRVLRAMLKAEETCAPSVSYFKCVQKEVLPSMRKIVATWMLEVCEEQKCEEEVFPLAMNYLDRFLSLEPVKKSRLQLLGATCMFVASKMKETIPLTAEKLCIYTDNSIRPEELLQMELLLVNKLKWNLAAMTPHDFIEHFLSKMPEAEENKQIIRKHAQTFVALCATDVKFISNPPSMVAAGSVVAAVQGLNLRSPNNFLSYYRLTRFLSRVIKCDPDCLRACQEQIEALLESSLRQAQQNMDPKAAEEEEEEEEEVDLACTPTDVRDVDI. The pIC50 is 7.0.